Dataset: Forward reaction prediction with 1.9M reactions from USPTO patents (1976-2016). Task: Predict the product of the given reaction. Given the reactants [Cl:1][C:2]1[CH:7]=[CH:6][C:5](I)=[CH:4][CH:3]=1.[NH:9]1[CH:13]=[CH:12][C:11]([C:14]([O:16][CH3:17])=[O:15])=[N:10]1.N1CCC[C@H]1C(O)=O.C([O-])([O-])=O.[K+].[K+], predict the reaction product. The product is: [Cl:1][C:2]1[CH:7]=[CH:6][C:5]([N:9]2[CH:13]=[CH:12][C:11]([C:14]([O:16][CH3:17])=[O:15])=[N:10]2)=[CH:4][CH:3]=1.